Dataset: Forward reaction prediction with 1.9M reactions from USPTO patents (1976-2016). Task: Predict the product of the given reaction. (1) Given the reactants [O:1]1[CH2:6][CH2:5][N:4]([CH2:7][CH2:8][N:9]([C:14]2[CH:15]=[C:16]3[C:20](=[CH:21][CH:22]=2)[N:19]([CH2:23][C:24]([O:26]C)=[O:25])[C:18](=[O:28])[CH2:17]3)[S:10]([CH3:13])(=[O:12])=[O:11])[CH2:3][CH2:2]1.[ClH:29], predict the reaction product. The product is: [ClH:29].[O:1]1[CH2:6][CH2:5][N:4]([CH2:7][CH2:8][N:9]([C:14]2[CH:15]=[C:16]3[C:20](=[CH:21][CH:22]=2)[N:19]([CH2:23][C:24]([OH:26])=[O:25])[C:18](=[O:28])[CH2:17]3)[S:10]([CH3:13])(=[O:12])=[O:11])[CH2:3][CH2:2]1. (2) Given the reactants [C:1]1([C:7]#[C:8][C:9]([OH:11])=O)[CH:6]=[CH:5][CH:4]=[CH:3][CH:2]=1.S(Cl)(Cl)=O.[CH2:16]([N:23]1[CH2:28][CH2:27][CH:26]([NH:29][C:30]2[CH:38]=[C:37]3[C:33]([CH2:34][CH2:35][N:36]3[C:39](=[O:41])[CH3:40])=[CH:32][CH:31]=2)[CH2:25][CH2:24]1)[C:17]1[CH:22]=[CH:21][CH:20]=[CH:19][CH:18]=1, predict the reaction product. The product is: [C:39]([N:36]1[C:37]2[C:33](=[CH:32][CH:31]=[C:30]([N:29]([CH:26]3[CH2:25][CH2:24][N:23]([CH2:16][C:17]4[CH:18]=[CH:19][CH:20]=[CH:21][CH:22]=4)[CH2:28][CH2:27]3)[C:9](=[O:11])[C:8]#[C:7][C:1]3[CH:2]=[CH:3][CH:4]=[CH:5][CH:6]=3)[CH:38]=2)[CH2:34][CH2:35]1)(=[O:41])[CH3:40]. (3) Given the reactants [NH:1]=[C:2]1[C:10]2[C:5](=[CH:6][CH:7]=[CH:8][CH:9]=2)[C:4](=[O:11])[NH:3]1.Cl.Cl.N[CH:15]([CH2:28][CH:29]1[CH2:34][CH2:33][CH2:32][CH2:31][CH2:30]1)[C:16]([NH:18][C:19]1([C:26]#[N:27])[CH2:24][CH2:23][N:22]([CH3:25])[CH2:21][CH2:20]1)=[O:17], predict the reaction product. The product is: [C:26]([C:19]1([NH:18][C:16](=[O:17])[CH:15]([NH:1][C:2]2[C:10]3[C:5](=[CH:6][CH:7]=[CH:8][CH:9]=3)[C:4](=[O:11])[N:3]=2)[CH2:28][CH:29]2[CH2:34][CH2:33][CH2:32][CH2:31][CH2:30]2)[CH2:24][CH2:23][N:22]([CH3:25])[CH2:21][CH2:20]1)#[N:27]. (4) The product is: [ClH:26].[Br:7][C:8]1[CH:9]=[CH:10][C:11]2[C:12]3[N:20]([CH2:21][CH2:22][CH2:23][CH2:24][CH2:25][S:3][C:2](=[NH:4])[NH2:1])[C:19]([CH2:27][O:28][CH2:29][CH3:30])=[N:18][C:13]=3[CH:14]=[N:15][C:16]=2[CH:17]=1. Given the reactants [NH2:1][C:2]([NH2:4])=[S:3].[I-].[K+].[Br:7][C:8]1[CH:9]=[CH:10][C:11]2[C:12]3[N:20]([CH2:21][CH2:22][CH2:23][CH2:24][CH2:25][Cl:26])[C:19]([CH2:27][O:28][CH2:29][CH3:30])=[N:18][C:13]=3[CH:14]=[N:15][C:16]=2[CH:17]=1, predict the reaction product. (5) Given the reactants [F:1][B-:2]([F:5])([F:4])[F:3].[Na+].COS([O-])(=O)=O.[CH3:13][S+:14]([CH3:31])[C:15]1[CH:20]=[CH:19][C:18]([C:21](=[O:30])[C:22]([NH+:25]([CH2:28][CH3:29])[CH2:26][CH3:27])([CH3:24])[CH3:23])=[CH:17][CH:16]=1.COS([O-])(=O)=O.C(=O)([O-])[O-].[Na+].[Na+], predict the reaction product. The product is: [F:1][B-:2]([F:5])([F:4])[F:3].[CH2:28]([N:25]([CH2:26][CH3:27])[C:22]([CH3:24])([CH3:23])[C:21]([C:18]1[CH:17]=[CH:16][C:15]([S+:14]([CH3:31])[CH3:13])=[CH:20][CH:19]=1)=[O:30])[CH3:29]. (6) Given the reactants C(NC(C)C)(C)C.CCCCCC.C([Li])CCC.[Cl:19][C:20]1[C:21]2[N:28]([CH3:29])[CH:27]=[CH:26][C:22]=2[N:23]=[CH:24][N:25]=1.C1(C)C=CC(S([Cl:39])(=O)=O)=CC=1.[Cl-].[NH4+], predict the reaction product. The product is: [Cl:19][C:20]1[C:21]2[N:28]([CH3:29])[C:27]([Cl:39])=[CH:26][C:22]=2[N:23]=[CH:24][N:25]=1. (7) Given the reactants [CH3:1][O:2][C:3]([C:5]1[S:6][C:7]([Br:11])=[CH:8][C:9]=1[OH:10])=[O:4].[Cl:12][C:13]1[CH:18]=[CH:17][CH:16]=[CH:15][C:14]=1[CH:19](O)[CH3:20].C1(P(C2C=CC=CC=2)C2C=CC=CC=2)C=CC=CC=1.CCOC(/N=N/C(OCC)=O)=O, predict the reaction product. The product is: [CH3:1][O:2][C:3]([C:5]1[S:6][C:7]([Br:11])=[CH:8][C:9]=1[O:10][CH:19]([C:14]1[CH:15]=[CH:16][CH:17]=[CH:18][C:13]=1[Cl:12])[CH3:20])=[O:4].